From a dataset of Catalyst prediction with 721,799 reactions and 888 catalyst types from USPTO. Predict which catalyst facilitates the given reaction. (1) Reactant: Br[C:2]1[C:3]([NH2:18])=[N:4][C:5]([N:13]2[CH:17]=[CH:16][CH:15]=[N:14]2)=[N:6][C:7]=1[N:8]1[CH:12]=[CH:11][CH:10]=[N:9]1.[C-:19]#[N:20].C(OCC)(=O)C. Product: [NH2:18][C:3]1[C:2]([C:19]#[N:20])=[C:7]([N:8]2[CH:12]=[CH:11][CH:10]=[N:9]2)[N:6]=[C:5]([N:13]2[CH:17]=[CH:16][CH:15]=[N:14]2)[N:4]=1. The catalyst class is: 17. (2) Reactant: [CH2:1]([N:3]1[CH:7]=[CH:6][C:5]([CH2:8][S:9][C:10]2[N:15]=[C:14]([OH:16])[CH:13]=[C:12]([CH3:17])[N:11]=2)=[N:4]1)[CH3:2].[ClH:18].O1CCOCC1. Product: [ClH:18].[CH2:1]([N:3]1[CH:7]=[CH:6][C:5]([CH2:8][S:9][C:10]2[N:15]=[C:14]([OH:16])[CH:13]=[C:12]([CH3:17])[N:11]=2)=[N:4]1)[CH3:2]. The catalyst class is: 5. (3) Reactant: [CH2:1]([C:3]1[CH:4]=[CH:5][C:6]([CH:9]2[CH2:13][O:12]S(=O)[O:10]2)=[N:7][CH:8]=1)[CH3:2].O[C:16]1[CH:23]=[CH:22][C:19]([CH:20]=[O:21])=[CH:18][CH:17]=1. Product: [CH2:1]([C:3]1[CH:4]=[CH:5][C:6]([CH:9]([OH:10])[CH2:13][O:12][C:16]2[CH:23]=[CH:22][C:19]([CH:20]=[O:21])=[CH:18][CH:17]=2)=[N:7][CH:8]=1)[CH3:2]. The catalyst class is: 3. (4) Reactant: [O:1]([C:8]1[CH:28]=[CH:27][C:11]([O:12][C:13]2[C:14]3[N:21]([CH2:22][CH:23]4[CH2:26][NH:25][CH2:24]4)[CH:20]=[CH:19][C:15]=3[N:16]=[CH:17][N:18]=2)=[CH:10][CH:9]=1)[C:2]1[CH:7]=[CH:6][CH:5]=[CH:4][CH:3]=1.C(=O)(O)[O-].[Na+].[C:34](Br)#[N:35]. Product: [O:1]([C:8]1[CH:28]=[CH:27][C:11]([O:12][C:13]2[C:14]3[N:21]([CH2:22][CH:23]4[CH2:26][N:25]([C:34]#[N:35])[CH2:24]4)[CH:20]=[CH:19][C:15]=3[N:16]=[CH:17][N:18]=2)=[CH:10][CH:9]=1)[C:2]1[CH:7]=[CH:6][CH:5]=[CH:4][CH:3]=1. The catalyst class is: 46. (5) Product: [Br:1][C:2]1[CH:18]=[CH:17][C:5]2[NH:6][C:19](=[O:22])[N:8]([CH3:7])[C:4]=2[CH:3]=1. The catalyst class is: 1. Reactant: [Br:1][C:2]1[CH:18]=[CH:17][C:5]2[N:6](C(OC(C)(C)C)=O)[C:7](=O)[NH:8][C:4]=2[CH:3]=1.[C:19](=[O:22])([O-])[O-].[Na+].[Na+].S(OC)(OC)(=O)=O. (6) The catalyst class is: 160. Product: [CH3:14][C:13]1([CH3:15])[N:9]([CH2:8][C:6]2[CH:5]=[CH:4][N:3]=[C:2]([NH:32][C:29](=[O:31])[CH3:30])[CH:7]=2)[C:10](=[O:28])[N:11]([C:17]2[CH:22]=[CH:21][C:20]([S:23][C:24]([F:27])([F:26])[F:25])=[CH:19][CH:18]=2)[C:12]1=[O:16]. Reactant: Cl[C:2]1[CH:7]=[C:6]([CH2:8][N:9]2[C:13]([CH3:15])([CH3:14])[C:12](=[O:16])[N:11]([C:17]3[CH:22]=[CH:21][C:20]([S:23][C:24]([F:27])([F:26])[F:25])=[CH:19][CH:18]=3)[C:10]2=[O:28])[CH:5]=[CH:4][N:3]=1.[C:29]([NH2:32])(=[O:31])[CH3:30].CC1(C)C2C=CC=C(P(C3C=CC=CC=3)C3C=CC=CC=3)C=2OC2C1=CC=CC=2P(C1C=CC=CC=1)C1C=CC=CC=1.C(=O)([O-])[O-].[Cs+].[Cs+].